From a dataset of Peptide-MHC class II binding affinity with 134,281 pairs from IEDB. Regression. Given a peptide amino acid sequence and an MHC pseudo amino acid sequence, predict their binding affinity value. This is MHC class II binding data. (1) The peptide sequence is DKWLDAKSTWYGKPT. The MHC is DRB4_0101 with pseudo-sequence DRB4_0103. The binding affinity (normalized) is 0.0546. (2) The peptide sequence is FKKLKNHVLFLQMMN. The MHC is DRB5_0101 with pseudo-sequence DRB5_0101. The binding affinity (normalized) is 0.623. (3) The peptide sequence is VWDKYGWLCKMHTGI. The MHC is H-2-IEd with pseudo-sequence H-2-IEd. The binding affinity (normalized) is 0.250. (4) The peptide sequence is RPGGAGRDGGQLRIP. The MHC is DRB1_1501 with pseudo-sequence DRB1_1501. The binding affinity (normalized) is 0.0261. (5) The peptide sequence is VTVDAAVLAAIDADA. The MHC is HLA-DPA10103-DPB10301 with pseudo-sequence HLA-DPA10103-DPB10301. The binding affinity (normalized) is 0.554.